This data is from Full USPTO retrosynthesis dataset with 1.9M reactions from patents (1976-2016). The task is: Predict the reactants needed to synthesize the given product. (1) Given the product [C:1]([NH:4][C@@H:5]1[C@@H:10]([NH2:11])[CH2:9][C:8]([C:12]([NH:14][CH2:15][CH2:16][O:50][CH2:51][CH2:52][NH:53][C:54](=[O:76])[CH2:55][CH2:56]/[CH:57]=[CH:58]\[CH2:59]/[CH:60]=[CH:61]\[CH2:62]/[CH:63]=[CH:64]\[CH2:65]/[CH:66]=[CH:67]\[CH2:68]/[CH:69]=[CH:70]\[CH2:71]/[CH:72]=[CH:73]\[CH2:74][CH3:75])=[O:13])=[CH:7][C@H:6]1[O:41][CH:42]([CH2:43][CH3:44])[CH2:45][CH3:46])(=[O:3])[CH3:2], predict the reactants needed to synthesize it. The reactants are: [C:1]([NH:4][C@@H:5]1[C@@H:10]([NH2:11])[CH2:9][C:8]([C:12]([NH:14][CH2:15][CH2:16]NC(=O)CC/C=C\C/C=C\C/C=C\C/C=C\C/C=C\C/C=C\CC)=[O:13])=[CH:7][C@H:6]1[O:41][CH:42]([CH2:45][CH3:46])[CH2:43][CH3:44])(=[O:3])[CH3:2].NCC[O:50][CH2:51][CH2:52][NH:53][C:54](=[O:76])[CH2:55][CH2:56]/[CH:57]=[CH:58]\[CH2:59]/[CH:60]=[CH:61]\[CH2:62]/[CH:63]=[CH:64]\[CH2:65]/[CH:66]=[CH:67]\[CH2:68]/[CH:69]=[CH:70]\[CH2:71]/[CH:72]=[CH:73]\[CH2:74][CH3:75]. (2) Given the product [Cl:8][C:4]1[CH:5]=[CH:6][CH:7]=[C:2]([Cl:1])[C:3]=1[N:9]1[C:18]2[C:13](=[C:14]([C:29]3[CH:34]=[CH:33][CH:32]=[CH:31][C:30]=3[Cl:35])[CH:15]=[C:16]([CH:19]3[CH2:28][CH2:27][C:22]4([O:26][CH2:25][CH2:24][O:23]4)[CH2:21][CH2:20]3)[CH:17]=2)[CH2:12][N:11]([CH2:45][C:44]2[CH:47]=[CH:48][C:41]([O:40][CH3:39])=[CH:42][CH:43]=2)[C:10]1=[O:36], predict the reactants needed to synthesize it. The reactants are: [Cl:1][C:2]1[CH:7]=[CH:6][CH:5]=[C:4]([Cl:8])[C:3]=1[N:9]1[C:18]2[C:13](=[C:14]([C:29]3[CH:34]=[CH:33][CH:32]=[CH:31][C:30]=3[Cl:35])[CH:15]=[C:16]([CH:19]3[CH2:28][CH2:27][C:22]4([O:26][CH2:25][CH2:24][O:23]4)[CH2:21][CH2:20]3)[CH:17]=2)[CH2:12][NH:11][C:10]1=[O:36].[H-].[Na+].[CH3:39][O:40][C:41]1[CH:48]=[CH:47][C:44]([CH2:45]Cl)=[CH:43][CH:42]=1. (3) The reactants are: C([O:3][C:4](=[O:12])[C:5]([C:7]1[S:8][CH:9]=[CH:10][CH:11]=1)=[O:6])C.[OH-].[Na+].[OH-].[K+].Cl. Given the product [S:8]1[CH:9]=[CH:10][CH:11]=[C:7]1[C:5](=[O:6])[C:4]([OH:12])=[O:3], predict the reactants needed to synthesize it. (4) Given the product [Br:1][C:2]1[CH:3]=[C:4]([CH:31]=[CH:32][CH:33]=1)[CH2:5][N:6]1[C:14]2[C:13](=[O:15])[N:12]([CH3:16])[C:11](=[O:17])[N:10]([CH3:18])[C:9]=2[N:8]=[C:7]1[CH2:19][C:20]1[CH:30]=[CH:29][CH:28]=[C:22]([CH2:23][OH:24])[CH:21]=1, predict the reactants needed to synthesize it. The reactants are: [Br:1][C:2]1[CH:3]=[C:4]([CH:31]=[CH:32][CH:33]=1)[CH2:5][N:6]1[C:14]2[C:13](=[O:15])[N:12]([CH3:16])[C:11](=[O:17])[N:10]([CH3:18])[C:9]=2[N:8]=[C:7]1[CH2:19][C:20]1[CH:21]=[C:22]([CH:28]=[CH:29][CH:30]=1)[C:23](OCC)=[O:24].[BH4-].[Li+]. (5) The reactants are: [CH3:1][C:2]1([CH3:21])[O:6][CH:5]([CH2:7][O:8][C:9]2[C:18](C)=[CH:17][C:12]([C:13]([NH:15][OH:16])=[NH:14])=[CH:11][C:10]=2C)[CH2:4][O:3]1.[Cl:22]C1C=C(C=C(OC)C=1O)C#N.CC1(C)O[C@H]([CH2:40][OH:41])CO1. Given the product [Cl:22][C:18]1[CH:17]=[C:12]([CH:11]=[C:10]([O:41][CH3:40])[C:9]=1[O:8][CH2:7][C@@H:5]1[CH2:4][O:3][C:2]([CH3:1])([CH3:21])[O:6]1)[C:13]([NH:15][OH:16])=[NH:14], predict the reactants needed to synthesize it. (6) Given the product [ClH:38].[NH2:21][CH2:20][C:9]1[N:10]([CH2:16][CH:17]([CH3:19])[CH3:18])[C:11](=[O:15])[C:12]2[C:7]([C:8]=1[C:29]1[CH:34]=[CH:33][CH:32]=[CH:31][CH:30]=1)=[CH:6][C:5]([O:4][C:3]([CH3:36])([CH3:35])[C:2]([NH2:1])=[O:37])=[CH:14][CH:13]=2, predict the reactants needed to synthesize it. The reactants are: [NH2:1][C:2](=[O:37])[C:3]([CH3:36])([CH3:35])[O:4][C:5]1[CH:6]=[C:7]2[C:12](=[CH:13][CH:14]=1)[C:11](=[O:15])[N:10]([CH2:16][CH:17]([CH3:19])[CH3:18])[C:9]([CH2:20][NH:21]C(=O)OC(C)(C)C)=[C:8]2[C:29]1[CH:34]=[CH:33][CH:32]=[CH:31][CH:30]=1.[ClH:38]. (7) Given the product [F:1][C:2]1[C:3]([NH:23][C:24]2[CH:34]=[CH:33][CH:32]=[CH:31][C:25]=2[C:26]([N:35]2[CH2:40][CH2:39][S:38][CH2:37][CH2:36]2)=[O:27])=[N:4][C:5]([NH:8][C:9]2[CH:14]=[CH:13][CH:12]=[C:11]([CH2:15][CH2:16][N:17]3[CH2:18][CH2:19][O:20][CH2:21][CH2:22]3)[CH:10]=2)=[N:6][CH:7]=1, predict the reactants needed to synthesize it. The reactants are: [F:1][C:2]1[C:3]([NH:23][C:24]2[CH:34]=[CH:33][CH:32]=[CH:31][C:25]=2[C:26](OCC)=[O:27])=[N:4][C:5]([NH:8][C:9]2[CH:14]=[CH:13][CH:12]=[C:11]([CH2:15][CH2:16][N:17]3[CH2:22][CH2:21][O:20][CH2:19][CH2:18]3)[CH:10]=2)=[N:6][CH:7]=1.[NH:35]1[CH2:40][CH2:39][S:38][CH2:37][CH2:36]1.